Dataset: Full USPTO retrosynthesis dataset with 1.9M reactions from patents (1976-2016). Task: Predict the reactants needed to synthesize the given product. (1) Given the product [OH:7][CH2:6][CH:5]([NH:4][C:1](=[O:3])[CH3:2])[CH2:10][N:11]1[CH2:16][CH2:15][N:14]([CH3:17])[CH2:13][CH2:12]1, predict the reactants needed to synthesize it. The reactants are: [C:1]([NH:4][CH:5]([CH2:10][N:11]1[CH2:16][CH2:15][N:14]([CH3:17])[CH2:13][CH2:12]1)[C:6](OC)=[O:7])(=[O:3])[CH3:2].[BH4-].[Na+].O.ClCCl. (2) The reactants are: [NH2:1][C:2]1[N:16]=[CH:15][C:14](Br)=[CH:13][C:3]=1[C:4]([NH:6][C:7]1[CH:12]=[CH:11][N:10]=[CH:9][CH:8]=1)=[O:5].[OH:18][C:19]1[CH:24]=[CH:23][C:22](B(O)O)=[CH:21][CH:20]=1. Given the product [NH2:1][C:2]1[N:16]=[CH:15][C:14]([C:22]2[CH:23]=[CH:24][C:19]([OH:18])=[CH:20][CH:21]=2)=[CH:13][C:3]=1[C:4]([NH:6][C:7]1[CH:12]=[CH:11][N:10]=[CH:9][CH:8]=1)=[O:5], predict the reactants needed to synthesize it. (3) Given the product [CH:17]1([C:16]#[C:15][C:7]2[S:6][C:5]3[C:3](=[O:4])[N:12]([C:14]4[CH:32]=[CH:33][C:28]([N:24]5[CH2:25][CH2:26][CH2:27][N:21]([CH3:20])[CH2:22][CH2:23]5)=[CH:29][CH:30]=4)[CH:11]=[N:10][C:9]=3[CH:8]=2)[CH2:18][CH2:19]1, predict the reactants needed to synthesize it. The reactants are: CO[C:3]([C:5]1[S:6][C:7]([C:15]#[C:16][CH:17]2[CH2:19][CH2:18]2)=[CH:8][C:9]=1[N:10]=[CH:11][N:12]([CH3:14])C)=[O:4].[CH3:20][N:21]1[CH2:27][CH2:26][CH2:25][N:24]([C:28]2[CH:33]=[CH:32]C(N)=[CH:30][CH:29]=2)[CH2:23][CH2:22]1. (4) The reactants are: [CH2:1]([NH2:8])[C:2]1[CH:7]=[CH:6][CH:5]=[CH:4][CH:3]=1.[Cl:9][C:10]1[CH:15]=[C:14](Cl)[N:13]=[CH:12][N:11]=1.C(N(CC)CC)C.CO. Given the product [CH2:1]([NH:8][C:14]1[CH:15]=[C:10]([Cl:9])[N:11]=[CH:12][N:13]=1)[C:2]1[CH:7]=[CH:6][CH:5]=[CH:4][CH:3]=1, predict the reactants needed to synthesize it. (5) Given the product [Cl:29][CH2:13][C@H:11]1[O:10][C:9](=[S:15])[N:8]([CH2:7][CH2:6][O:5][C:4]2[CH:16]=[CH:17][CH:18]=[CH:19][C:3]=2[O:2][CH3:1])[CH2:12]1, predict the reactants needed to synthesize it. The reactants are: [CH3:1][O:2][C:3]1[CH:19]=[CH:18][CH:17]=[CH:16][C:4]=1[O:5][CH2:6][CH2:7][N:8]1[CH2:12][C@@H:11]([CH2:13]O)[O:10][C:9]1=[S:15].C(N(CC)CC)C.S(Cl)([Cl:29])=O. (6) Given the product [F:23][C:17]1[CH:18]=[C:19]([F:22])[CH:20]=[CH:21][C:16]=1[N:9]1[C:10]2[CH:15]=[CH:14][CH:13]=[CH:12][C:11]=2[N:7]([CH2:6][CH2:5][O:4][CH2:3][CH2:2][N:27]([CH3:28])[CH3:26])[S:8]1(=[O:25])=[O:24], predict the reactants needed to synthesize it. The reactants are: Br[CH2:2][CH2:3][O:4][CH2:5][CH2:6][N:7]1[C:11]2[CH:12]=[CH:13][CH:14]=[CH:15][C:10]=2[N:9]([C:16]2[CH:21]=[CH:20][C:19]([F:22])=[CH:18][C:17]=2[F:23])[S:8]1(=[O:25])=[O:24].[CH3:26][NH:27][CH3:28]. (7) Given the product [F:1][C:2]([F:35])([F:34])[C:3]1[CH:4]=[C:5]([C:13]([N:15]2[CH2:20][CH2:19][C@H:18]([C:21]3[CH:26]=[CH:25][CH:24]=[CH:23][C:22]=3[NH:40][CH2:39][CH2:38][O:37][CH3:36])[C@H:17]([C:28]3[CH:33]=[CH:32][CH:31]=[CH:30][CH:29]=3)[CH2:16]2)=[O:14])[CH:6]=[C:7]([C:9]([F:12])([F:11])[F:10])[CH:8]=1, predict the reactants needed to synthesize it. The reactants are: [F:1][C:2]([F:35])([F:34])[C:3]1[CH:4]=[C:5]([C:13]([N:15]2[CH2:20][CH2:19][C@H:18]([C:21]3[CH:26]=[CH:25][CH:24]=[CH:23][C:22]=3Cl)[C@H:17]([C:28]3[CH:33]=[CH:32][CH:31]=[CH:30][CH:29]=3)[CH2:16]2)=[O:14])[CH:6]=[C:7]([C:9]([F:12])([F:11])[F:10])[CH:8]=1.[CH3:36][O:37][CH2:38][CH2:39][NH2:40].C1(C2C=CC=CC=2)C=CC=CC=1P(C1CCCCC1)C1CCCCC1. (8) Given the product [CH2:22]1[O:21][C:18]2[CH:19]=[CH:20][C:15]([NH:14][C:10]3[CH:11]=[CH:12][CH:13]=[C:4]([C:3]([OH:24])=[O:2])[C:5]=3[C:6]([OH:8])=[O:7])=[CH:16][C:17]=2[O:23]1, predict the reactants needed to synthesize it. The reactants are: C[O:2][C:3](=[O:24])[C:4]1[C:5](=[C:10]([NH:14][C:15]2[CH:20]=[CH:19][C:18]3[O:21][CH2:22][O:23][C:17]=3[CH:16]=2)[CH:11]=[CH:12][CH:13]=1)[C:6]([O:8]C)=[O:7].[OH-].[Na+]. (9) Given the product [N:26]1[CH:27]=[CH:28][CH:29]=[C:30]([C:3]2[CH:7]=[C:6]([C:8]([O:10][CH2:11][CH3:12])=[O:9])[NH:5][N:4]=2)[CH:25]=1, predict the reactants needed to synthesize it. The reactants are: C[Si](C)(C)[C:3]1[CH:7]=[C:6]([C:8]([O:10][CH2:11][CH3:12])=[O:9])[NH:5][N:4]=1.C(OCC=[N+]=[N-])(=O)C.C([C:25]1[CH:30]=[CH:29][CH:28]=[CH:27][N:26]=1)#C. (10) Given the product [C:19]([O:18][CH2:17][C:7]([NH:13][C:14](=[O:16])[CH3:15])([CH2:6][CH2:5][C:22]1[CH:23]=[CH:24][C:25]([C:28]2[CH:33]=[CH:32][CH:31]=[CH:30][CH:29]=2)=[CH:26][CH:27]=1)[CH2:8][O:9][C:10](=[O:12])[CH3:11])(=[O:21])[CH3:20], predict the reactants needed to synthesize it. The reactants are: C(O[CH:5]([C:22]1[CH:27]=[CH:26][C:25]([C:28]2[CH:33]=[CH:32][CH:31]=[CH:30][CH:29]=2)=[CH:24][CH:23]=1)[CH2:6][C:7]([CH2:17][O:18][C:19](=[O:21])[CH3:20])([NH:13][C:14](=[O:16])[CH3:15])[CH2:8][O:9][C:10](=[O:12])[CH3:11])(=O)C.